Dataset: Reaction yield outcomes from USPTO patents with 853,638 reactions. Task: Predict the reaction yield, written as a fraction of the theoretical maximum amount of product (1.0 means a 100% yield; for example, 0.34 means a 34% yield). The reactants are [C:1]([N:4]1[CH2:9][CH2:8][N:7]2[N:10]=[C:11]([NH:13][C:14]3[C:15](=[O:30])[N:16]([CH3:29])[CH:17]=[C:18](B4OC(C)(C)C(C)(C)O4)[CH:19]=3)[CH:12]=[C:6]2[CH2:5]1)(=[O:3])[CH3:2].[C:31]([O:34][CH2:35][C:36]1[C:37]([N:45]2[CH2:57][CH2:56][N:48]3[C:49]4[CH2:50][CH2:51][CH2:52][CH2:53][C:54]=4[CH:55]=[C:47]3[C:46]2=[O:58])=[N:38][CH:39]=[CH:40][C:41]=1B(O)O)(=[O:33])[CH3:32].C([O-])(=O)C.[Na+].[O-]P([O-])([O-])=O.[K+].[K+].[K+]. The catalyst is C1C=CC(P(C2C=CC=CC=2)[C-]2C=CC=C2)=CC=1.C1C=CC(P(C2C=CC=CC=2)[C-]2C=CC=C2)=CC=1.Cl[Pd]Cl.[Fe+2].C(#N)C.O. The product is [C:31]([O:34][CH2:35][C:36]1[C:37]([N:45]2[CH2:57][CH2:56][N:48]3[C:49]4[CH2:50][CH2:51][CH2:52][CH2:53][C:54]=4[CH:55]=[C:47]3[C:46]2=[O:58])=[N:38][CH:39]=[CH:40][C:41]=1[C:18]1[CH:19]=[C:14]([NH:13][C:11]2[CH:12]=[C:6]3[CH2:5][N:4]([C:1](=[O:3])[CH3:2])[CH2:9][CH2:8][N:7]3[N:10]=2)[C:15](=[O:30])[N:16]([CH3:29])[CH:17]=1)(=[O:33])[CH3:32]. The yield is 0.480.